The task is: Regression. Given two drug SMILES strings and cell line genomic features, predict the synergy score measuring deviation from expected non-interaction effect.. This data is from NCI-60 drug combinations with 297,098 pairs across 59 cell lines. (1) Drug 1: C1=C(C(=O)NC(=O)N1)N(CCCl)CCCl. Drug 2: C1=NNC2=C1C(=O)NC=N2. Cell line: HT29. Synergy scores: CSS=18.5, Synergy_ZIP=-7.79, Synergy_Bliss=1.50, Synergy_Loewe=-11.7, Synergy_HSA=-1.42. (2) Drug 1: C1=CC=C(C(=C1)C(C2=CC=C(C=C2)Cl)C(Cl)Cl)Cl. Drug 2: C1CNP(=O)(OC1)N(CCCl)CCCl. Cell line: OVCAR3. Synergy scores: CSS=3.62, Synergy_ZIP=2.89, Synergy_Bliss=3.31, Synergy_Loewe=2.48, Synergy_HSA=-2.22. (3) Drug 1: CC1=C(N=C(N=C1N)C(CC(=O)N)NCC(C(=O)N)N)C(=O)NC(C(C2=CN=CN2)OC3C(C(C(C(O3)CO)O)O)OC4C(C(C(C(O4)CO)O)OC(=O)N)O)C(=O)NC(C)C(C(C)C(=O)NC(C(C)O)C(=O)NCCC5=NC(=CS5)C6=NC(=CS6)C(=O)NCCC[S+](C)C)O. Drug 2: C1CC(=O)NC(=O)C1N2C(=O)C3=CC=CC=C3C2=O. Cell line: UO-31. Synergy scores: CSS=22.0, Synergy_ZIP=2.31, Synergy_Bliss=3.08, Synergy_Loewe=-15.3, Synergy_HSA=2.01.